This data is from Cav3 T-type calcium channel HTS with 100,875 compounds. The task is: Binary Classification. Given a drug SMILES string, predict its activity (active/inactive) in a high-throughput screening assay against a specified biological target. (1) The molecule is S(CC(N1CCN(CCC1=O)CC(C)C)c1ccccc1)c1ccc(cc1)C. The result is 0 (inactive). (2) The molecule is O=C1N(C(CCCCN)CNC1=O)CC(C)(C)C. The result is 0 (inactive). (3) The compound is Brc1c(Oc2c(=O)c3c(oc2C)c(CN2CCCC2)c(O)cc3)cccc1. The result is 0 (inactive). (4) The molecule is o1c2c(c(=O)c(c3c(oc(c3)C(OC)=O)C)c1C)ccc(OC(C)C)c2. The result is 0 (inactive). (5) The compound is O=C(Nc1c(cccc1)C(OC)=O)C1CCCC1. The result is 0 (inactive). (6) The compound is s1c2nc(SCC#N)n(CCCN3CCCC3=O)c(=O)c2c(c1C(OCC)=O)C. The result is 0 (inactive).